From a dataset of Reaction yield outcomes from USPTO patents with 853,638 reactions. Predict the reaction yield, written as a fraction of the theoretical maximum amount of product (1.0 means a 100% yield; for example, 0.34 means a 34% yield). (1) The reactants are [CH2:1]([O:3][C:4]1[CH:16]=[C:15]([CH:17]([OH:24])[C:18]2[CH:23]=[CH:22][CH:21]=[CH:20][N:19]=2)[CH:14]=[CH:13][C:5]=1[O:6][CH2:7][C:8](OCC)=[O:9])[CH3:2].[H-].[Al+3].[Li+].[H-].[H-].[H-].O.O.O.O.O.O.O.O.O.O.S([O-])([O-])(=O)=O.[Na+].[Na+]. The catalyst is O1CCCC1. The product is [CH2:1]([O:3][C:4]1[CH:16]=[C:15]([CH:17]([OH:24])[C:18]2[CH:23]=[CH:22][CH:21]=[CH:20][N:19]=2)[CH:14]=[CH:13][C:5]=1[O:6][CH2:7][CH2:8][OH:9])[CH3:2]. The yield is 0.640. (2) The reactants are [O:1]=[C:2]1[C:11]([C:12]2[CH:16]=[CH:15][NH:14][N:13]=2)=[CH:10][C:9]2[C:4](=[CH:5][C:6]([N:17]3[CH2:22][CH2:21][N:20]([C:23]([O:25][C:26]([CH3:29])([CH3:28])[CH3:27])=[O:24])[CH2:19][CH2:18]3)=[CH:7][CH:8]=2)[O:3]1.[C:30]([O-])([O-])=O.[Cs+].[Cs+].IC. The catalyst is CN(C=O)C. The product is [CH3:30][N:14]1[CH:15]=[CH:16][C:12]([C:11]2[C:2](=[O:1])[O:3][C:4]3[C:9]([CH:10]=2)=[CH:8][CH:7]=[C:6]([N:17]2[CH2:18][CH2:19][N:20]([C:23]([O:25][C:26]([CH3:29])([CH3:28])[CH3:27])=[O:24])[CH2:21][CH2:22]2)[CH:5]=3)=[N:13]1. The yield is 0.690. (3) The catalyst is CO. The yield is 0.720. The product is [CH3:1][C:2]1[S:6][C:5]([CH:7]=[CH:12][N+:9]([O-:11])=[O:10])=[CH:4][CH:3]=1. The reactants are [CH3:1][C:2]1[S:6][C:5]([CH:7]=O)=[CH:4][CH:3]=1.[N+:9]([CH3:12])([O-:11])=[O:10].[OH-].[Na+].Cl. (4) The reactants are [CH3:1][N:2]1[CH:6]=[C:5]([C:7]2[S:15][C:14]3[C:9](=[N:10][CH:11]=[CH:12][C:13]=3[O:16][C:17]3[CH:22]=[CH:21][C:20]([NH2:23])=[CH:19][CH:18]=3)[CH:8]=2)[N:4]=[CH:3]1.[C:24]1([CH2:30][C:31]([N:33]=[C:34]=[S:35])=[O:32])[CH:29]=[CH:28][CH:27]=[CH:26][CH:25]=1. The catalyst is C1COCC1. The product is [CH3:1][N:2]1[CH:6]=[C:5]([C:7]2[S:15][C:14]3[C:9](=[N:10][CH:11]=[CH:12][C:13]=3[O:16][C:17]3[CH:22]=[CH:21][C:20]([NH:23][C:34]([NH:33][C:31](=[O:32])[CH2:30][C:24]4[CH:25]=[CH:26][CH:27]=[CH:28][CH:29]=4)=[S:35])=[CH:19][CH:18]=3)[CH:8]=2)[N:4]=[CH:3]1. The yield is 0.150.